Dataset: Forward reaction prediction with 1.9M reactions from USPTO patents (1976-2016). Task: Predict the product of the given reaction. (1) Given the reactants [Br:1][C:2]1[CH:14]=[CH:13][C:12]2[C:11]3[C:6](=[CH:7][C:8]([Br:15])=[CH:9][CH:10]=3)[CH2:5][C:4]=2[CH:3]=1.Br[CH2:17][CH2:18][CH2:19][CH2:20][CH2:21][CH3:22], predict the reaction product. The product is: [Br:1][C:2]1[CH:14]=[CH:13][C:12]2[C:11]3[C:6](=[CH:7][C:8]([Br:15])=[CH:9][CH:10]=3)[C:5]([CH2:13][CH2:14][CH2:2][CH2:3][CH2:4][CH3:12])([CH2:17][CH2:18][CH2:19][CH2:20][CH2:21][CH3:22])[C:4]=2[CH:3]=1. (2) Given the reactants [NH2:1][CH:2]1[CH2:5][N:4]([C:6]([C:8]2[CH:9]=[C:10]([CH:23]=[CH:24][C:25]=2[F:26])[CH2:11][C:12]2[C:21]3[C:16](=[CH:17][CH:18]=[CH:19][CH:20]=3)[C:15](=[O:22])[NH:14][N:13]=2)=[O:7])[CH2:3]1.[CH:27]1([C:30](O)=[O:31])[CH2:29][CH2:28]1.Cl.C(N=C=NCCCN(C)C)C, predict the reaction product. The product is: [F:26][C:25]1[CH:24]=[CH:23][C:10]([CH2:11][C:12]2[C:21]3[C:16](=[CH:17][CH:18]=[CH:19][CH:20]=3)[C:15](=[O:22])[NH:14][N:13]=2)=[CH:9][C:8]=1[C:6]([N:4]1[CH2:3][CH:2]([NH:1][C:30]([CH:27]2[CH2:29][CH2:28]2)=[O:31])[CH2:5]1)=[O:7]. (3) Given the reactants [F:1][C:2]1([C:6]2[C:7]([O:15][CH2:16][C:17]([F:20])([F:19])[F:18])=[CH:8][C:9]([C:12]([OH:14])=O)=[N:10][CH:11]=2)[CH2:5][O:4][CH2:3]1.[CH:21]1([CH2:24][C:25]([NH2:33])([CH3:32])[C:26]2[N:30]=[C:29]([CH3:31])[O:28][N:27]=2)[CH2:23][CH2:22]1, predict the reaction product. The product is: [CH:21]1([CH2:24][C:25]([NH:33][C:12]([C:9]2[CH:8]=[C:7]([O:15][CH2:16][C:17]([F:20])([F:19])[F:18])[C:6]([C:2]3([F:1])[CH2:3][O:4][CH2:5]3)=[CH:11][N:10]=2)=[O:14])([C:26]2[N:30]=[C:29]([CH3:31])[O:28][N:27]=2)[CH3:32])[CH2:23][CH2:22]1. (4) Given the reactants [Cl:1][C:2]1[CH:3]=[C:4]([C:13]([OH:15])=O)[C:5]2[O:11][CH2:10][CH2:9][CH2:8][O:7][C:6]=2[CH:12]=1.C(Cl)Cl.ClC(OCC)=O.[NH2:25][CH2:26][C@@H:27]1[CH2:32][CH2:31][N:30]([C:33]([O:35][C:36]([CH3:39])([CH3:38])[CH3:37])=[O:34])[CH2:29][C@H:28]1[OH:40], predict the reaction product. The product is: [OH2:7].[Cl:1][C:2]1[CH:3]=[C:4]([C:13]([NH:25][CH2:26][C@@H:27]2[CH2:32][CH2:31][N:30]([C:33]([O:35][C:36]([CH3:38])([CH3:37])[CH3:39])=[O:34])[CH2:29][C@H:28]2[OH:40])=[O:15])[C:5]2[O:11][CH2:10][CH2:9][CH2:8][O:7][C:6]=2[CH:12]=1. (5) Given the reactants [Li+].[F:2][C:3]([F:23])([F:22])[C:4]1[N:9]=[CH:8][C:7]([N:10]2[CH2:15][CH2:14][N:13]([CH2:16][CH2:17][CH2:18][C:19]([O-:21])=O)[CH2:12][CH2:11]2)=[CH:6][CH:5]=1.F[P-](F)(F)(F)(F)F.CN(C)C(ON1C2C=CC=CC=2N=N1)=[N+](C)C.Cl.[N+:49]([C:52]1[CH:57]=[CH:56][C:55]([NH:58][CH:59]2[CH2:64][CH2:63][NH:62][CH2:61][CH2:60]2)=[CH:54][C:53]=1[C:65]([F:68])([F:67])[F:66])([O-:51])=[O:50].C(N(C(C)C)CC)(C)C.[O-2].[Al+3].[O-2].[O-2].[Al+3], predict the reaction product. The product is: [N+:49]([C:52]1[CH:57]=[CH:56][C:55]([NH:58][CH:59]2[CH2:60][CH2:61][N:62]([C:19](=[O:21])[CH2:18][CH2:17][CH2:16][N:13]3[CH2:12][CH2:11][N:10]([C:7]4[CH:8]=[N:9][C:4]([C:3]([F:2])([F:23])[F:22])=[CH:5][CH:6]=4)[CH2:15][CH2:14]3)[CH2:63][CH2:64]2)=[CH:54][C:53]=1[C:65]([F:68])([F:66])[F:67])([O-:51])=[O:50]. (6) Given the reactants Cl.[C@@H:2]1([N:11]2[CH:18]=[N:17][C:15]([NH2:16])=[N:14][C:12]2=[O:13])[O:10][C@H:7]([CH2:8][OH:9])[C@@H:5]([OH:6])[C@H:3]1[OH:4].C(N(CC)CC)C, predict the reaction product. The product is: [C@@H:2]1([N:11]2[CH:18]=[N:17][C:15]([NH2:16])=[N:14][C:12]2=[O:13])[O:10][C@H:7]([CH2:8][OH:9])[C@@H:5]([OH:6])[C@H:3]1[OH:4]. (7) Given the reactants [F:1][CH:2]([F:34])[C:3]1[N:7]([C:8]2[N:13]=[C:12]([N:14]([CH3:21])[CH:15]3[CH2:20][CH2:19][NH:18][CH2:17][CH2:16]3)[CH:11]=[C:10]([N:22]3[CH2:27][CH2:26][O:25][CH2:24][CH2:23]3)[N:9]=2)[C:6]2[CH:28]=[CH:29][CH:30]=[C:31]([O:32][CH3:33])[C:5]=2[N:4]=1.CCN(CC)CC.[CH3:42][S:43](Cl)(=[O:45])=[O:44], predict the reaction product. The product is: [F:34][CH:2]([F:1])[C:3]1[N:7]([C:8]2[N:13]=[C:12]([N:14]([CH3:21])[CH:15]3[CH2:20][CH2:19][N:18]([S:43]([CH3:42])(=[O:45])=[O:44])[CH2:17][CH2:16]3)[CH:11]=[C:10]([N:22]3[CH2:27][CH2:26][O:25][CH2:24][CH2:23]3)[N:9]=2)[C:6]2[CH:28]=[CH:29][CH:30]=[C:31]([O:32][CH3:33])[C:5]=2[N:4]=1. (8) The product is: [CH2:30]([O:29][C:3]1[C:2]([F:1])=[CH:7][C:6]([C:8]2[N:13]=[CH:12][C:11]3[C:14]([I:23])=[N:15][N:16]([CH:17]4[CH2:22][CH2:21][CH2:20][CH2:19][O:18]4)[C:10]=3[CH:9]=2)=[C:5]([CH2:24][C:25]([F:27])([F:26])[F:28])[CH:4]=1)[C:31]1[CH:36]=[CH:35][CH:34]=[CH:33][CH:32]=1. Given the reactants [F:1][C:2]1[CH:7]=[C:6]([C:8]2[N:13]=[CH:12][C:11]3[C:14]([I:23])=[N:15][N:16]([CH:17]4[CH2:22][CH2:21][CH2:20][CH2:19][O:18]4)[C:10]=3[CH:9]=2)[C:5]([CH2:24][C:25]([F:28])([F:27])[F:26])=[CH:4][C:3]=1[OH:29].[CH2:30](Br)[C:31]1[CH:36]=[CH:35][CH:34]=[CH:33][CH:32]=1.C(=O)([O-])[O-].[K+].[K+], predict the reaction product.